This data is from Forward reaction prediction with 1.9M reactions from USPTO patents (1976-2016). The task is: Predict the product of the given reaction. Given the reactants [F:1][C:2]([F:42])([F:41])[C:3]1[CH:4]=[C:5]([CH:34]=[C:35]([C:37]([F:40])([F:39])[F:38])[CH:36]=1)[CH2:6][N:7]([CH2:25][C:26]1[C:31]([OH:32])=[CH:30][CH:29]=[C:28]([CH3:33])[N:27]=1)[C:8]1[N:13]=[CH:12][C:11]([N:14]2[CH2:19][CH2:18][CH:17]([C:20]([O:22][CH2:23][CH3:24])=[O:21])[CH2:16][CH2:15]2)=[CH:10][N:9]=1.N1C=CC=CC=1.[F:49][C:50]([F:63])([F:62])[S:51](O[S:51]([C:50]([F:63])([F:62])[F:49])(=[O:53])=[O:52])(=[O:53])=[O:52].C(=O)(O)[O-].[Na+], predict the reaction product. The product is: [F:42][C:2]([F:1])([F:41])[C:3]1[CH:4]=[C:5]([CH:34]=[C:35]([C:37]([F:39])([F:40])[F:38])[CH:36]=1)[CH2:6][N:7]([CH2:25][C:26]1[C:31]([O:32][S:51]([C:50]([F:63])([F:62])[F:49])(=[O:53])=[O:52])=[CH:30][CH:29]=[C:28]([CH3:33])[N:27]=1)[C:8]1[N:13]=[CH:12][C:11]([N:14]2[CH2:19][CH2:18][CH:17]([C:20]([O:22][CH2:23][CH3:24])=[O:21])[CH2:16][CH2:15]2)=[CH:10][N:9]=1.